From a dataset of Catalyst prediction with 721,799 reactions and 888 catalyst types from USPTO. Predict which catalyst facilitates the given reaction. (1) Reactant: [Cl:1][C:2]1[CH:7]=[CH:6][CH:5]=[C:4]([F:8])[C:3]=1[O:9]C.B(Br)(Br)Br. Product: [Cl:1][C:2]1[CH:7]=[CH:6][CH:5]=[C:4]([F:8])[C:3]=1[OH:9]. The catalyst class is: 2. (2) Reactant: [OH:1][C:2]1[CH:7]=[CH:6][C:5]([N:8]2[C:13](=[O:14])[C:12]([CH2:15][C:16]3[CH:21]=[CH:20][C:19]([C:22]4[C:23]([C:28]#[N:29])=[CH:24][CH:25]=[CH:26][CH:27]=4)=[CH:18][CH:17]=3)=[C:11]([CH2:30][CH2:31][CH3:32])[N:10]=[C:9]2[CH3:33])=[CH:4][CH:3]=1.C(=O)([O-])[O-].[K+].[K+].Br[CH2:41][CH2:42][F:43]. Product: [F:43][CH2:42][CH2:41][O:1][C:2]1[CH:3]=[CH:4][C:5]([N:8]2[C:13](=[O:14])[C:12]([CH2:15][C:16]3[CH:21]=[CH:20][C:19]([C:22]4[C:23]([C:28]#[N:29])=[CH:24][CH:25]=[CH:26][CH:27]=4)=[CH:18][CH:17]=3)=[C:11]([CH2:30][CH2:31][CH3:32])[N:10]=[C:9]2[CH3:33])=[CH:6][CH:7]=1. The catalyst class is: 42. (3) Reactant: [CH2:1]([NH2:3])[CH3:2].Br.[NH2:5][C:6]1[S:7][C:8]([CH3:16])=[C:9]([C:11]([O:13]CC)=O)[N:10]=1. Product: [NH2:5][C:6]1[S:7][C:8]([CH3:16])=[C:9]([C:11]([NH:3][CH2:1][CH3:2])=[O:13])[N:10]=1. The catalyst class is: 8.